Dataset: Forward reaction prediction with 1.9M reactions from USPTO patents (1976-2016). Task: Predict the product of the given reaction. (1) Given the reactants [O:1]=[C:2]([C:10]1[CH:19]=[CH:18][C:13]2[NH:14][C:15](=[O:17])[NH:16][C:12]=2[CH:11]=1)[CH2:3][S:4][CH2:5][C:6]([O:8]C)=[O:7].[OH-].[Na+], predict the reaction product. The product is: [O:1]=[C:2]([C:10]1[CH:19]=[CH:18][C:13]2[NH:14][C:15](=[O:17])[NH:16][C:12]=2[CH:11]=1)[CH2:3][S:4][CH2:5][C:6]([OH:8])=[O:7]. (2) Given the reactants O[C:2]1[CH:7]=[C:6]([CH:8]([CH3:10])[CH3:9])[NH:5][C:4](=[O:11])[C:3]=1[N+:12]([O-:14])=[O:13].O=P(Cl)(Cl)[Cl:17], predict the reaction product. The product is: [Cl:17][C:2]1[CH:7]=[C:6]([CH:8]([CH3:10])[CH3:9])[NH:5][C:4](=[O:11])[C:3]=1[N+:12]([O-:14])=[O:13]. (3) The product is: [Br:8][C:6]1[CH:7]=[C:2]([C:17]2[CH:22]=[CH:21][N:20]=[C:19]([NH:23][C:24](=[O:26])[CH3:25])[CH:18]=2)[CH:3]=[N:4][CH:5]=1. Given the reactants Br[C:2]1[CH:3]=[N:4][CH:5]=[C:6]([Br:8])[CH:7]=1.CC1(C)C(C)(C)OB([C:17]2[CH:22]=[CH:21][N:20]=[C:19]([NH:23][C:24](=[O:26])[CH3:25])[CH:18]=2)O1.C([O-])([O-])=O.[Cs+].[Cs+], predict the reaction product.